From a dataset of Forward reaction prediction with 1.9M reactions from USPTO patents (1976-2016). Predict the product of the given reaction. (1) Given the reactants [CH3:1][C:2]1[CH2:8][C:7]([CH3:10])([CH3:9])[CH2:6][C:4](=[O:5])[CH:3]=1.C(O)(=O)CCCCC(O)=O, predict the reaction product. The product is: [CH3:1][C:2]1[CH2:3][C:4](=[O:5])[CH2:6][C:7]([CH3:10])([CH3:9])[CH:8]=1. (2) Given the reactants [CH3:1][N:2]([CH3:12])[CH:3]=[N:4][C:5]1[N:6]=[N:7][C:8]([Cl:11])=[CH:9][CH:10]=1.[CH2:13]([O:15][C:16](=[O:19])[CH2:17][Br:18])[CH3:14], predict the reaction product. The product is: [Br-:18].[Cl:11][C:8]1[N:7]=[N+:6]([CH2:17][C:16]([O:15][CH2:13][CH3:14])=[O:19])[C:5]([N:4]=[CH:3][N:2]([CH3:12])[CH3:1])=[CH:10][CH:9]=1. (3) Given the reactants [C:1]([NH:20][CH2:21][CH:22]1[CH:27]([OH:28])[CH2:26][CH2:25][CH2:24][O:23]1)([C:14]1[CH:19]=[CH:18][CH:17]=[CH:16][CH:15]=1)([C:8]1[CH:13]=[CH:12][CH:11]=[CH:10][CH:9]=1)[C:2]1[CH:7]=[CH:6][CH:5]=[CH:4][CH:3]=1.C(N(CC)CC)C, predict the reaction product. The product is: [C:1]([NH:20][CH2:21][CH:22]1[C:27](=[O:28])[CH2:26][CH2:25][CH2:24][O:23]1)([C:14]1[CH:15]=[CH:16][CH:17]=[CH:18][CH:19]=1)([C:8]1[CH:9]=[CH:10][CH:11]=[CH:12][CH:13]=1)[C:2]1[CH:7]=[CH:6][CH:5]=[CH:4][CH:3]=1. (4) Given the reactants [Br:1][C:2]1[CH:7]=[CH:6][C:5]([OH:8])=[CH:4][CH:3]=1.C(=O)([O-])[O-].[K+].[K+].[CH2:15](Br)[CH:16]=[CH2:17].O, predict the reaction product. The product is: [CH2:17]([O:8][C:5]1[CH:6]=[CH:7][C:2]([Br:1])=[CH:3][CH:4]=1)[CH:16]=[CH2:15]. (5) Given the reactants CO[N:3]=[C:4]1[C:13]2[C:8](=[CH:9][C:10]([CH3:15])=[C:11]([Cl:14])[CH:12]=2)[O:7][CH2:6][CH2:5]1.CON=C1C2C(=CC=C(C)C=2)OCC1, predict the reaction product. The product is: [Cl:14][C:11]1[CH:12]=[C:13]2[C:8](=[CH:9][C:10]=1[CH3:15])[O:7][CH2:6][CH2:5][CH:4]2[NH2:3]. (6) Given the reactants [Cl:1][C:2]1[CH:20]=[CH:19][C:5]2[NH:6][C:7]3[N:8]=[CH:9][CH:10]=[CH:11][C:12]=3[C:13]([C:17]#N)([CH:14]([F:16])[F:15])[C:4]=2[CH:3]=1.CC(C[AlH]CC(C)C)C.CC[O:32]C(C)=O.CCCCCC, predict the reaction product. The product is: [Cl:1][C:2]1[CH:20]=[CH:19][C:5]2[NH:6][C:7]3[N:8]=[CH:9][CH:10]=[CH:11][C:12]=3[C:13]([CH:14]([F:16])[F:15])([CH:17]=[O:32])[C:4]=2[CH:3]=1.